This data is from Catalyst prediction with 721,799 reactions and 888 catalyst types from USPTO. The task is: Predict which catalyst facilitates the given reaction. (1) Reactant: [C:1]([CH2:3][C:4]1([N:10]2[CH2:13][CH:12]([CH2:14][N:15]([C@@H:22]3[CH2:24][C@H:23]3[C:25]3[CH:30]=[CH:29][CH:28]=[CH:27][CH:26]=3)C(=[O:21])C(F)(F)F)[CH2:11]2)[CH2:9][CH2:8][NH:7][CH2:6][CH2:5]1)#[N:2].CC[N:33](C(C)C)C(C)C.C(O[C:44](=[O:46])[CH3:45])(=[O:42])C.[OH-].[Na+]. Product: [C:1](#[N:2])[CH3:3].[OH2:21].[NH4+:33].[OH-:42].[C:44]([N:7]1[CH2:8][CH2:9][C:4]([CH2:3][C:1]#[N:2])([N:10]2[CH2:11][CH:12]([CH2:14][NH:15][C@@H:22]3[CH2:24][C@H:23]3[C:25]3[CH:30]=[CH:29][CH:28]=[CH:27][CH:26]=3)[CH2:13]2)[CH2:5][CH2:6]1)(=[O:46])[CH3:45]. The catalyst class is: 278. (2) Reactant: C[O:2][C:3](=[O:36])[C@H:4]([CH:33]([CH3:35])[CH3:34])[NH:5][C:6](=[O:32])[C@H:7]([CH:29]([CH3:31])[CH3:30])[NH:8][C:9](=[O:28])[C@H:10]([CH2:19][O:20][CH2:21][C:22]1[CH:27]=[CH:26][CH:25]=[CH:24][CH:23]=1)[NH:11][C:12]([O:14][C:15]([CH3:18])([CH3:17])[CH3:16])=[O:13].C([O-])(O)=O.[Na+]. Product: [C:15]([O:14][C:12]([NH:11][C@H:10]([C:9]([NH:8][C@H:7]([C:6]([NH:5][C@H:4]([C:3]([OH:36])=[O:2])[CH:33]([CH3:34])[CH3:35])=[O:32])[CH:29]([CH3:31])[CH3:30])=[O:28])[CH2:19][O:20][CH2:21][C:22]1[CH:27]=[CH:26][CH:25]=[CH:24][CH:23]=1)=[O:13])([CH3:16])([CH3:18])[CH3:17]. The catalyst class is: 249. (3) Reactant: [CH2:1]([O:8][C:9]1[CH:10]=[C:11]2[C:16](=[CH:17][C:18]=1[O:19][CH3:20])[N:15]=[CH:14][N:13]=[C:12]2Cl)[C:2]1[CH:7]=[CH:6][CH:5]=[CH:4][CH:3]=1.[F:22][C:23]1[C:31]([OH:32])=[CH:30][CH:29]=[C:28]2[C:24]=1[CH:25]=[C:26]([CH3:33])[NH:27]2.C(=O)([O-])[O-].[Cs+].[Cs+]. Product: [CH2:1]([O:8][C:9]1[CH:10]=[C:11]2[C:16](=[CH:17][C:18]=1[O:19][CH3:20])[N:15]=[CH:14][N:13]=[C:12]2[O:32][C:31]1[C:23]([F:22])=[C:24]2[C:28](=[CH:29][CH:30]=1)[NH:27][C:26]([CH3:33])=[CH:25]2)[C:2]1[CH:7]=[CH:6][CH:5]=[CH:4][CH:3]=1. The catalyst class is: 3. (4) Reactant: C([N:8]([CH2:28][C@@H:29]([C:31]1[CH:32]=[CH:33][C:34]([O:42]CC2C=CC=CC=2)=[C:35]([NH:37][S:38]([CH3:41])(=[O:40])=[O:39])[CH:36]=1)[OH:30])[C@@H:9]([CH2:12][C:13]1[CH:18]=[CH:17][C:16]([S:19]([C:22]2[CH:27]=[CH:26][CH:25]=[CH:24][CH:23]=2)(=[O:21])=[O:20])=[CH:15][CH:14]=1)[CH2:10][OH:11])C1C=CC=CC=1.[H][H]. Product: [OH:42][C:34]1[CH:33]=[CH:32][C:31]([C@@H:29]([OH:30])[CH2:28][NH:8][C@@H:9]([CH2:12][C:13]2[CH:14]=[CH:15][C:16]([S:19]([C:22]3[CH:27]=[CH:26][CH:25]=[CH:24][CH:23]=3)(=[O:20])=[O:21])=[CH:17][CH:18]=2)[CH2:10][OH:11])=[CH:36][C:35]=1[NH:37][S:38]([CH3:41])(=[O:40])=[O:39]. The catalyst class is: 43.